Dataset: Forward reaction prediction with 1.9M reactions from USPTO patents (1976-2016). Task: Predict the product of the given reaction. (1) Given the reactants [CH2:1]([N:8]1[C:13](=[O:14])[CH:12]=[CH:11][C:10](Cl)=[N:9]1)[C:2]1[CH:7]=[CH:6][CH:5]=[CH:4][CH:3]=1.[CH3:16][O:17][C:18]1[CH:19]=[CH:20][C:21]([NH2:26])=[N:22][C:23]=1[O:24][CH3:25].C1C=CC(P(C2C(C3C(P(C4C=CC=CC=4)C4C=CC=CC=4)=CC=C4C=3C=CC=C4)=C3C(C=CC=C3)=CC=2)C2C=CC=CC=2)=CC=1.CC(C)([O-])C.[Na+], predict the reaction product. The product is: [CH2:1]([N:8]1[C:13](=[O:14])[CH:12]=[CH:11][C:10]([NH:26][C:21]2[CH:20]=[CH:19][C:18]([O:17][CH3:16])=[C:23]([O:24][CH3:25])[N:22]=2)=[N:9]1)[C:2]1[CH:7]=[CH:6][CH:5]=[CH:4][CH:3]=1. (2) The product is: [O:1]1[C:6]2[CH:7]=[CH:8][CH:9]=[CH:10][C:5]=2[O:4][CH2:3][C@@H:2]1[CH2:11][N:12]1[CH2:17][CH2:16][CH2:15][C@H:14]([C:18]2[CH:19]=[C:20]([CH:21]=[CH:22][CH:23]=2)[O:24][CH2:28][C:29]([OH:31])=[O:30])[CH2:13]1. Given the reactants [O:1]1[C:6]2[CH:7]=[CH:8][CH:9]=[CH:10][C:5]=2[O:4][CH2:3][C@@H:2]1[CH2:11][N:12]1[CH2:17][CH2:16][CH2:15][C@H:14]([C:18]2[CH:19]=[C:20]([OH:24])[CH:21]=[CH:22][CH:23]=2)[CH2:13]1.[H-].[Na+].Br[CH2:28][C:29]([O:31]CC)=[O:30].CC(C)([O-])C.[K+], predict the reaction product. (3) Given the reactants [H-].[Na+].CC1N=C(CO)C=CC=1.BrC1C=NC=CC=1C#N.[CH3:21][C:22]1[N:27]=[C:26]([CH2:28][O:29][C:30]2[CH:37]=[N:36][CH:35]=[CH:34][C:31]=2[C:32]#[N:33])[CH:25]=[CH:24][CH:23]=1, predict the reaction product. The product is: [CH3:21][C:22]1[N:27]=[C:26]([C:28]2[O:29][C:30]3=[CH:37][N:36]=[CH:35][CH:34]=[C:31]3[C:32]=2[NH2:33])[CH:25]=[CH:24][CH:23]=1. (4) Given the reactants C(N(CC)CC)C.Cl[C:9]([O:11][CH2:12][C:13]1[CH:18]=[CH:17][CH:16]=[CH:15][CH:14]=1)=[O:10].[C:19]([O:23][CH2:24][CH3:25])(=[O:22])[NH:20][NH2:21], predict the reaction product. The product is: [NH:21]([C:9]([O:11][CH2:12][C:13]1[CH:18]=[CH:17][CH:16]=[CH:15][CH:14]=1)=[O:10])[NH:20][C:19]([O:23][CH2:24][CH3:25])=[O:22]. (5) Given the reactants [CH3:1][O:2][C:3]1[CH:12]=[CH:11][C:10]([O:13][CH3:14])=[C:9]2[C:4]=1[CH2:5][CH2:6][CH2:7]/[C:8]/2=[CH:15]\[O:16]C.Cl, predict the reaction product. The product is: [CH3:1][O:2][C:3]1[CH:12]=[CH:11][C:10]([O:13][CH3:14])=[C:9]2[C:4]=1[CH2:5][CH2:6][CH2:7][CH:8]2[CH:15]=[O:16]. (6) Given the reactants [F:1][C:2]1[CH:3]=[C:4]([CH:7]=[C:8]([O:10][CH2:11][CH2:12][CH2:13][CH2:14][CH2:15][CH3:16])[CH:9]=1)[C:5]#N.C([OH:19])C.[OH-:20].[Na+].Cl, predict the reaction product. The product is: [F:1][C:2]1[CH:3]=[C:4]([CH:7]=[C:8]([O:10][CH:11]2[CH2:16][CH2:15][CH2:14][CH2:13][CH2:12]2)[CH:9]=1)[C:5]([OH:19])=[O:20]. (7) Given the reactants Cl.Cl.[N:3]1([CH:9]2[CH2:14][CH2:13][N:12]([CH2:15][C:16]3[C:17]([C:29]4[CH:34]=[CH:33][CH:32]=[CH:31][CH:30]=4)=[N:18][C:19]4[C:24]([C:25]=3[C:26](O)=[O:27])=[CH:23][CH:22]=[CH:21][CH:20]=4)[CH2:11][CH2:10]2)[CH2:8][CH2:7][CH2:6][CH2:5][CH2:4]1.[CH2:35]([NH2:42])[C:36]1[CH:41]=[CH:40][CH:39]=[CH:38][CH:37]=1, predict the reaction product. The product is: [CH2:35]([NH:42][C:26]([C:25]1[C:24]2[C:19](=[CH:20][CH:21]=[CH:22][CH:23]=2)[N:18]=[C:17]([C:29]2[CH:34]=[CH:33][CH:32]=[CH:31][CH:30]=2)[C:16]=1[CH2:15][N:12]1[CH2:13][CH2:14][CH:9]([N:3]2[CH2:8][CH2:7][CH2:6][CH2:5][CH2:4]2)[CH2:10][CH2:11]1)=[O:27])[C:36]1[CH:41]=[CH:40][CH:39]=[CH:38][CH:37]=1.